From a dataset of Full USPTO retrosynthesis dataset with 1.9M reactions from patents (1976-2016). Predict the reactants needed to synthesize the given product. (1) Given the product [CH3:14][CH:15]([CH3:38])[CH2:16][CH2:17][NH:18][C:19]([N:21]1[C:29]2[C:24](=[CH:25][C:26]([O:30][C:31]3[CH:36]=[CH:35][N:34]=[C:33]([NH:37][C:40](=[O:41])[O:42][C:43]4[CH:48]=[CH:47][CH:46]=[CH:45][CH:44]=4)[CH:32]=3)=[CH:27][CH:28]=2)[CH:23]=[CH:22]1)=[O:20], predict the reactants needed to synthesize it. The reactants are: N1C=CC=CC=1.C(N(CC)CC)C.[CH3:14][CH:15]([CH3:38])[CH2:16][CH2:17][NH:18][C:19]([N:21]1[C:29]2[C:24](=[CH:25][C:26]([O:30][C:31]3[CH:36]=[CH:35][N:34]=[C:33]([NH2:37])[CH:32]=3)=[CH:27][CH:28]=2)[CH:23]=[CH:22]1)=[O:20].Cl[C:40]([O:42][C:43]1[CH:48]=[CH:47][CH:46]=[CH:45][CH:44]=1)=[O:41]. (2) Given the product [C:33]([C:30]([C:26]1[CH:25]=[C:24]([CH:29]=[CH:28][CH:27]=1)[C:23]([NH:22][C:18]1[CH:19]=[CH:20][CH:21]=[C:16]([N:15]([C:10]2[N:11]=[CH:12][C:13]3[N:14]=[C:6]([NH:5][C:3](=[O:4])[CH2:2][N:49]4[CH2:50][CH2:51][CH:46]([F:45])[CH2:47][CH2:48]4)[S:7][C:8]=3[N:9]=2)[CH3:36])[CH:17]=1)=[O:35])([CH3:32])[CH3:31])#[N:34], predict the reactants needed to synthesize it. The reactants are: Cl[CH2:2][C:3]([NH:5][C:6]1[S:7][C:8]2[N:9]=[C:10]([N:15]([CH3:36])[C:16]3[CH:17]=[C:18]([NH:22][C:23](=[O:35])[C:24]4[CH:29]=[CH:28][CH:27]=[C:26]([C:30]([C:33]#[N:34])([CH3:32])[CH3:31])[CH:25]=4)[CH:19]=[CH:20][CH:21]=3)[N:11]=[CH:12][C:13]=2[N:14]=1)=[O:4].C(N(CC)CC)C.Cl.[F:45][CH:46]1[CH2:51][CH2:50][NH:49][CH2:48][CH2:47]1.C(=O)([O-])O.[Na+]. (3) Given the product [Br:1][CH2:8][CH2:9][CH:10]1[CH2:14][O:13][C:12]([CH3:16])([CH3:15])[O:11]1, predict the reactants needed to synthesize it. The reactants are: [Br-:1].[Mg+2].[Br-].CS([CH2:8][CH2:9][CH:10]1[CH2:14][O:13][C:12]([CH3:16])([CH3:15])[O:11]1)(=O)=O. (4) Given the product [OH:1][C:2]1[CH:7]=[C:6]([Cl:8])[CH:5]=[CH:4][C:3]=1[C:9]1[O:10][C:11]([CH:26]([CH3:28])[CH3:27])=[C:12]([CH2:14][CH2:15][C:16]([C:18]2[CH:23]=[CH:22][C:21]([O:24][C:30]([CH3:37])([CH3:36])[C:31]([O:33][CH2:34][CH3:35])=[O:32])=[C:20]([CH3:25])[CH:19]=2)=[O:17])[N:13]=1, predict the reactants needed to synthesize it. The reactants are: [OH:1][C:2]1[CH:7]=[C:6]([Cl:8])[CH:5]=[CH:4][C:3]=1[C:9]1[O:10][C:11]([CH:26]([CH3:28])[CH3:27])=[C:12]([CH2:14][CH2:15][C:16]([C:18]2[CH:23]=[CH:22][C:21]([OH:24])=[C:20]([CH3:25])[CH:19]=2)=[O:17])[N:13]=1.Br[C:30]([CH3:37])([CH3:36])[C:31]([O:33][CH2:34][CH3:35])=[O:32].C(=O)([O-])[O-].[K+].[K+]. (5) Given the product [Cl:1][C:2]1[CH:3]=[C:4]2[CH2:22][N:14]([C:15]([O:16][C:17]([CH3:20])([CH3:19])[CH3:18])=[O:21])[CH:8]([CH:9]3[CH2:13][CH2:12][O:11][CH2:10]3)[C:5]2=[N:6][CH:7]=1, predict the reactants needed to synthesize it. The reactants are: [Cl:1][C:2]1[CH:3]=[C:4]([CH2:22]Cl)[C:5]([CH:8]([NH:14][C:15](=[O:21])[O:16][C:17]([CH3:20])([CH3:19])[CH3:18])[CH:9]2[CH2:13][CH2:12][O:11][CH2:10]2)=[N:6][CH:7]=1.[H-].[Na+]. (6) Given the product [S:31](=[O:33])(=[O:32])([O:30][CH2:29][C@@H:6]1[CH2:7][C@@H:8]([N:10]2[C:14]3[N:15]=[CH:16][N:17]=[C:18]([NH:19][C@@H:20]4[C:28]5[C:23](=[CH:24][CH:25]=[CH:26][CH:27]=5)[CH2:22][CH2:21]4)[C:13]=3[CH:12]=[CH:11]2)[CH2:9][C@@H:5]1[OH:4])[NH2:34], predict the reactants needed to synthesize it. The reactants are: C([O:4][C@H:5]1[CH2:9][C@H:8]([N:10]2[C:14]3[N:15]=[CH:16][N:17]=[C:18]([NH:19][C@@H:20]4[C:28]5[C:23](=[CH:24][CH:25]=[CH:26][CH:27]=5)[CH2:22][CH2:21]4)[C:13]=3[CH:12]=[CH:11]2)[CH2:7][C@H:6]1[CH2:29][O:30][S:31]([NH2:34])(=[O:33])=[O:32])(=O)C.